This data is from NCI-60 drug combinations with 297,098 pairs across 59 cell lines. The task is: Regression. Given two drug SMILES strings and cell line genomic features, predict the synergy score measuring deviation from expected non-interaction effect. (1) Drug 1: CNC(=O)C1=CC=CC=C1SC2=CC3=C(C=C2)C(=NN3)C=CC4=CC=CC=N4. Drug 2: CC(C)CN1C=NC2=C1C3=CC=CC=C3N=C2N. Cell line: COLO 205. Synergy scores: CSS=7.95, Synergy_ZIP=1.12, Synergy_Bliss=5.82, Synergy_Loewe=2.84, Synergy_HSA=2.48. (2) Drug 1: CCC1=CC2CC(C3=C(CN(C2)C1)C4=CC=CC=C4N3)(C5=C(C=C6C(=C5)C78CCN9C7C(C=CC9)(C(C(C8N6C)(C(=O)OC)O)OC(=O)C)CC)OC)C(=O)OC.C(C(C(=O)O)O)(C(=O)O)O. Drug 2: CC1=C2C(C(=O)C3(C(CC4C(C3C(C(C2(C)C)(CC1OC(=O)C(C(C5=CC=CC=C5)NC(=O)OC(C)(C)C)O)O)OC(=O)C6=CC=CC=C6)(CO4)OC(=O)C)O)C)O. Cell line: NCI-H460. Synergy scores: CSS=56.3, Synergy_ZIP=-7.56, Synergy_Bliss=-7.01, Synergy_Loewe=-19.2, Synergy_HSA=-5.64.